From a dataset of Forward reaction prediction with 1.9M reactions from USPTO patents (1976-2016). Predict the product of the given reaction. (1) Given the reactants Cl.Cl.Cl.[O:4]1[C:12]2[CH:11]=[CH:10][N:9]=[C:8]([N:13]3[CH2:18][CH2:17][N:16]([CH2:19][CH2:20][C@H:21]4[CH2:26][CH2:25][C@H:24]([NH2:27])[CH2:23][CH2:22]4)[CH2:15][CH2:14]3)[C:7]=2[CH2:6][CH2:5]1.[O:28]1[CH2:32][CH2:31][CH2:30][CH:29]1[CH2:33][C:34](O)=[O:35], predict the reaction product. The product is: [O:4]1[C:12]2[CH:11]=[CH:10][N:9]=[C:8]([N:13]3[CH2:18][CH2:17][N:16]([CH2:19][CH2:20][C@H:21]4[CH2:26][CH2:25][C@H:24]([NH:27][C:34](=[O:35])[CH2:33][CH:29]5[CH2:30][CH2:31][CH2:32][O:28]5)[CH2:23][CH2:22]4)[CH2:15][CH2:14]3)[C:7]=2[CH2:6][CH2:5]1. (2) Given the reactants [F:1][C:2]([F:15])([F:14])[C:3]1[CH:4]=[C:5]([NH:9][CH2:10][C:11]([OH:13])=[O:12])[CH:6]=[CH:7][CH:8]=1.O1CCOCC1.[C:22](OC([O-])=O)([O:24][C:25]([CH3:28])([CH3:27])[CH3:26])=[O:23].Cl, predict the reaction product. The product is: [C:25]([O:24][C:22]([N:9]([C:5]1[CH:6]=[CH:7][CH:8]=[C:3]([C:2]([F:14])([F:15])[F:1])[CH:4]=1)[CH2:10][C:11]([OH:13])=[O:12])=[O:23])([CH3:28])([CH3:27])[CH3:26]. (3) Given the reactants [F:1][CH:2]([F:35])[O:3][C:4]1[CH:5]=[C:6]([CH:14]([N:19]2[CH2:27][C:26]3[C:21](=[C:22]([NH:28][C:29]([CH:31]4[CH2:33][CH2:32]4)=[O:30])[CH:23]=[CH:24][CH:25]=3)[C:20]2=[O:34])[CH2:15][C:16]([OH:18])=O)[CH:7]=[CH:8][C:9]=1[O:10][CH:11]([F:13])[F:12].C(N1C=CN=C1)(N1C=CN=C1)=O.[NH2:48][OH:49].O, predict the reaction product. The product is: [F:1][CH:2]([F:35])[O:3][C:4]1[CH:5]=[C:6]([CH:14]([N:19]2[C:20](=[O:34])[C:21]3[C:26](=[CH:25][CH:24]=[CH:23][C:22]=3[NH:28][C:29]([CH:31]3[CH2:33][CH2:32]3)=[O:30])[CH2:27]2)[CH2:15][C:16](=[O:18])[NH:48][OH:49])[CH:7]=[CH:8][C:9]=1[O:10][CH:11]([F:13])[F:12]. (4) Given the reactants C(=O)([O-])[O-].[Na+].[Na+].Cl[C:8]1[N:13]=[CH:12][C:11]([C:14]2([C:17]([O:19][CH2:20][CH3:21])=[O:18])[CH2:16][CH2:15]2)=[CH:10][CH:9]=1.[C:22]1(B(O)O)[CH:27]=[CH:26][CH:25]=[CH:24][CH:23]=1.C(O)C, predict the reaction product. The product is: [C:22]1([C:8]2[N:13]=[CH:12][C:11]([C:14]3([C:17]([O:19][CH2:20][CH3:21])=[O:18])[CH2:16][CH2:15]3)=[CH:10][CH:9]=2)[CH:27]=[CH:26][CH:25]=[CH:24][CH:23]=1. (5) The product is: [CH3:1][O:2][C:3]1[CH:4]=[C:5]([NH:9][C:10](=[O:12])[CH3:11])[CH:6]=[CH:7][CH:8]=1. Given the reactants [CH3:1][O:2][C:3]1[CH:8]=[CH:7][CH:6]=[C:5]([NH2:9])[CH:4]=1.[C:10](OC(=O)C)(=[O:12])[CH3:11], predict the reaction product. (6) Given the reactants C(OCCOCCO)C.[CH3:10][CH2:11][CH2:12][CH:13]1[O:33][C@:32]2([C:34]([CH2:36][OH:37])=[O:35])[C@@H:15]([CH2:16][C@@H:17]3[C@:31]2([CH3:38])[CH2:30][C@H:29]([OH:39])[C@H:28]2[C@H:18]3[CH2:19][CH2:20][C:21]3[C@:27]2([CH3:40])[CH:26]=[CH:25][C:23](=[O:24])[CH:22]=3)[O:14]1.C(O)(=O)CCCCCCCCCCCCCCCCC.OC1O[C@H](CO)[C@@H](O[C@@H]2O[C@H](CO)[C@H](O)[C@H](O)[C@H]2O)[C@H](O)[C@H]1O.C([O-])(=O)CCCCCCCCCCCCCCCCC.[Mg+2].C([O-])(=O)CCCCCCCCCCCCCCCCC, predict the reaction product. The product is: [CH3:10][CH2:11][CH2:12][C@@H:13]1[O:33][C@:32]2([C:34]([CH2:36][OH:37])=[O:35])[C@@H:15]([CH2:16][C@@H:17]3[C@:31]2([CH3:38])[CH2:30][C@H:29]([OH:39])[C@H:28]2[C@H:18]3[CH2:19][CH2:20][C:21]3[C@:27]2([CH3:40])[CH:26]=[CH:25][C:23](=[O:24])[CH:22]=3)[O:14]1. (7) Given the reactants [C:1]([O:5][C:6]([N:8]1[C:16]2[C:11](=[CH:12][C:13]([NH2:17])=[CH:14][CH:15]=2)[CH2:10][CH2:9]1)=[O:7])([CH3:4])([CH3:3])[CH3:2].Br[CH2:19][CH2:20][CH2:21][CH2:22][C:23](Cl)=[O:24].CC(C)([O-])C.[K+], predict the reaction product. The product is: [O:24]=[C:23]1[CH2:22][CH2:21][CH2:20][CH2:19][N:17]1[C:13]1[CH:12]=[C:11]2[C:16](=[CH:15][CH:14]=1)[N:8]([C:6]([O:5][C:1]([CH3:4])([CH3:2])[CH3:3])=[O:7])[CH2:9][CH2:10]2. (8) The product is: [CH2:32]([O:31][C:29](=[O:30])[CH2:28][N:20]([CH:17]1[CH2:18][CH2:19][N:14]([CH:11]2[CH2:10][CH2:9][NH:8][CH2:13][CH2:12]2)[CH2:15][CH2:16]1)[C:21]([O:23][C:24]([CH3:27])([CH3:25])[CH3:26])=[O:22])[CH3:33]. Given the reactants C([N:8]1[CH2:13][CH2:12][CH:11]([N:14]2[CH2:19][CH2:18][CH:17]([N:20]([CH2:28][C:29]([O:31][CH2:32][CH3:33])=[O:30])[C:21]([O:23][C:24]([CH3:27])([CH3:26])[CH3:25])=[O:22])[CH2:16][CH2:15]2)[CH2:10][CH2:9]1)C1C=CC=CC=1.[H][H], predict the reaction product.